The task is: Regression/Classification. Given a drug SMILES string, predict its toxicity properties. Task type varies by dataset: regression for continuous values (e.g., LD50, hERG inhibition percentage) or binary classification for toxic/non-toxic outcomes (e.g., AMES mutagenicity, cardiotoxicity, hepatotoxicity). Dataset: ld50_zhu.. This data is from Acute oral toxicity (LD50) regression data from Zhu et al.. (1) The molecule is CN(C)CCOCCOC(=O)C1(c2ccccc2)CCCC1. The rat oral LD50 is 2.38, given as -log10 of the dose in mol/kg body weight (higher means more acutely toxic). (2) The compound is CCCc1c(O)cccc1O. The rat oral LD50 is 2.53, given as -log10 of the dose in mol/kg body weight (higher means more acutely toxic). (3) The drug is CCC(C)(C)CO. The rat oral LD50 is 1.64, given as -log10 of the dose in mol/kg body weight (higher means more acutely toxic). (4) The drug is CC(C)COC(=O)CCc1ccco1. The rat oral LD50 is 2.00, given as -log10 of the dose in mol/kg body weight (higher means more acutely toxic). (5) The compound is CN(C)c1ncnc2c1ncn2CC1CC1. The rat oral LD50 is 2.58, given as -log10 of the dose in mol/kg body weight (higher means more acutely toxic). (6) The drug is COCCO[Si](CCCl)(OCCOC)OCCOC. The rat oral LD50 is 2.56, given as -log10 of the dose in mol/kg body weight (higher means more acutely toxic). (7) The drug is Cc1ncc(CO)c(C=NNC(=O)c2ccncc2)c1O. The rat oral LD50 is 1.76, given as -log10 of the dose in mol/kg body weight (higher means more acutely toxic). (8) The compound is CCC(C)(CC)c1cc(N)on1. The rat oral LD50 is 3.07, given as -log10 of the dose in mol/kg body weight (higher means more acutely toxic).